Dataset: Catalyst prediction with 721,799 reactions and 888 catalyst types from USPTO. Task: Predict which catalyst facilitates the given reaction. (1) Reactant: [N:1]([CH2:4][CH2:5][O:6][CH2:7][CH2:8][O:9][CH2:10][CH2:11][O:12][CH2:13][CH2:14][N:15]([C:27]([O:29]C(C)(C)C)=O)[N:16]([CH2:24][C:25]#[CH:26])[C:17]([O:19]C(C)(C)C)=O)=[N+:2]=[N-:3].C(O)(C(F)(F)F)=O.COC(N1C(=O)[C:48]([Br:51])=[C:47]([Br:52])C1=O)=O.CCN(CC)CC. Product: [N:1]([CH2:4][CH2:5][O:6][CH2:7][CH2:8][O:9][CH2:10][CH2:11][O:12][CH2:13][CH2:14][N:15]1[C:27](=[O:29])[C:48]([Br:51])=[C:47]([Br:52])[C:17](=[O:19])[N:16]1[CH2:24][C:25]#[CH:26])=[N+:2]=[N-:3]. The catalyst class is: 2. (2) Reactant: [F:1][C:2]([F:31])([F:30])[C:3]1[CH:4]=[C:5]([C@H:13]2[O:17][C:16](=[O:18])[N:15]([CH2:19][C:20]3[C:25](Br)=[CH:24][N:23]=[C:22]([S:27][CH3:28])[N:21]=3)[C@H:14]2[CH3:29])[CH:6]=[C:7]([C:9]([F:12])([F:11])[F:10])[CH:8]=1.[CH3:32][O:33][C:34]1[CH:39]=[CH:38][C:37]([CH2:40][CH2:41][C:42]([O:44][CH3:45])=[O:43])=[CH:36][C:35]=1B1OC(C)(C)C(C)(C)O1.C(=O)([O-])[O-].[K+].[K+]. Product: [F:1][C:2]([F:31])([F:30])[C:3]1[CH:4]=[C:5]([C@H:13]2[O:17][C:16](=[O:18])[N:15]([CH2:19][C:20]3[C:25]([C:39]4[CH:38]=[C:37]([CH2:40][CH2:41][C:42]([O:44][CH3:45])=[O:43])[CH:36]=[CH:35][C:34]=4[O:33][CH3:32])=[CH:24][N:23]=[C:22]([S:27][CH3:28])[N:21]=3)[C@H:14]2[CH3:29])[CH:6]=[C:7]([C:9]([F:12])([F:11])[F:10])[CH:8]=1. The catalyst class is: 1.